This data is from Reaction yield outcomes from USPTO patents with 853,638 reactions. The task is: Predict the reaction yield, written as a fraction of the theoretical maximum amount of product (1.0 means a 100% yield; for example, 0.34 means a 34% yield). (1) The reactants are [CH3:1][O:2][C:3]1[CH:4]=[CH:5][C:6]([N+:11]([O-])=O)=[C:7]([CH:10]=1)[NH:8][CH3:9].[CH3:14]O. The catalyst is [Pd]. The product is [CH3:1][O:2][C:3]1[CH:4]=[CH:5][C:6]2[N:11]=[CH:9][N:8]([CH3:14])[C:7]=2[CH:10]=1. The yield is 0.600. (2) The reactants are [CH2:1]([O:8][CH2:9][C:10]([NH:16][S:17]([C:19]([CH3:22])([CH3:21])[CH3:20])=[O:18])([CH3:15])/[C:11](=[N:13]/[OH:14])/[NH2:12])[C:2]1[CH:7]=[CH:6][CH:5]=[CH:4][CH:3]=1.C(=O)([O-])[O-].[K+].[K+].[C:29](OC(=O)C)(=O)[CH3:30]. The catalyst is CN(C=O)C. The product is [CH2:1]([O:8][CH2:9][C:10]([NH:16][S:17]([C:19]([CH3:22])([CH3:21])[CH3:20])=[O:18])([CH3:15])[C:11]1[N:12]=[C:29]([CH3:30])[O:14][N:13]=1)[C:2]1[CH:7]=[CH:6][CH:5]=[CH:4][CH:3]=1. The yield is 0.720.